From a dataset of Forward reaction prediction with 1.9M reactions from USPTO patents (1976-2016). Predict the product of the given reaction. (1) The product is: [CH2:16]([O:18]/[CH:19]=[C:8](\[C:5]1[CH:4]=[CH:3][C:2]([F:1])=[CH:7][CH:6]=1)/[C:9](=[O:15])[C:10]([O:12][CH2:13][CH3:14])=[O:11])[CH3:17]. Given the reactants [F:1][C:2]1[CH:7]=[CH:6][C:5]([CH2:8][C:9](=[O:15])[C:10]([O:12][CH2:13][CH3:14])=[O:11])=[CH:4][CH:3]=1.[CH2:16]([O:18][CH:19](OCC)OCC)[CH3:17], predict the reaction product. (2) Given the reactants C(C(C(C([O-])=O)O)O)([O-])=[O:2].[Cl:11]C1C=CC2CC[CH3+]CN(C)C=2C=1.[Cl:24]C1C=CC2CC[CH3+]CN(C)C=2C=1.C(=O)([O-])[O-].[K+].[K+].Cl.O.[Cl:45][C:46]1[CH:47]=[CH:48][C:49]2[CH2:55][CH2:54][NH:53][CH2:52][C@H:51]([CH3:56])[C:50]=2[CH:57]=1.[Cl:58][C:59]1[CH:60]=[CH:61][C:62]2[CH2:68][CH2:67][NH:66][CH2:65][C@H:64]([CH3:69])[C:63]=2[CH:70]=1, predict the reaction product. The product is: [ClH:11].[OH2:2].[Cl:45][C:46]1[CH:47]=[CH:48][C:49]2[CH2:55][CH2:54][NH:53][CH2:52][C@H:51]([CH3:56])[C:50]=2[CH:57]=1.[Cl:58][C:59]1[CH:60]=[CH:61][C:62]2[CH2:68][CH2:67][NH:66][CH2:65][C@H:64]([CH3:69])[C:63]=2[CH:70]=1.[ClH:24]. (3) Given the reactants [CH3:1][C:2]1[C:6]([C:7]([NH:9][N:10]2[CH2:15][CH2:14][CH2:13][CH2:12][CH2:11]2)=[O:8])=[N:5][N:4]([C:16]2[CH:17]=[CH:18][C:19]([Cl:23])=[CH:20][C:21]=2[Cl:22])[C:3]=1[C:24]1[CH:25]=[CH:26][C:27]([Cl:30])=[CH:28][CH:29]=1.C([O-])(=O)/C=C/C([O-])=O.[OH-].[Na+], predict the reaction product. The product is: [CH3:1][C:2]1[C:6]([C:7]([NH:9][N:10]2[CH2:11][CH2:12][CH2:13][CH2:14][CH2:15]2)=[O:8])=[N:5][N:4]([C:16]2[CH:17]=[CH:18][C:19]([Cl:23])=[CH:20][C:21]=2[Cl:22])[C:3]=1[C:24]1[CH:25]=[CH:26][C:27]([Cl:30])=[CH:28][CH:29]=1. (4) Given the reactants [F:1][C:2]1[CH:7]=[CH:6][C:5]([N:8]2[C:16]3[CH2:15][CH2:14][CH2:13][N:12]([C:17](=[O:29])[CH2:18][N:19]4[C:23]([CH3:24])=[CH:22][C:21]([C:25]([F:28])([F:27])[F:26])=[N:20]4)[C:11]=3[CH:10]=[N:9]2)=[CH:4][CH:3]=1.[Li+].CC([N-]C(C)C)C.Br[CH2:39][C:40]([O:42][CH2:43][CH3:44])=[O:41], predict the reaction product. The product is: [F:1][C:2]1[CH:3]=[CH:4][C:5]([N:8]2[C:16]3[CH2:15][CH2:14][CH2:13][N:12]([C:17](=[O:29])[CH:18]([N:19]4[C:23]([CH3:24])=[CH:22][C:21]([C:25]([F:27])([F:26])[F:28])=[N:20]4)[CH2:39][C:40]([O:42][CH2:43][CH3:44])=[O:41])[C:11]=3[CH:10]=[N:9]2)=[CH:6][CH:7]=1. (5) Given the reactants [Li][CH2:2][CH2:3][CH2:4][CH3:5].[CH2:6]([N:10]1[C:14]([CH:15]=[N:16][N:17]2[CH2:21][CH2:20][CH2:19][C@@H:18]2[CH2:22][O:23][CH3:24])=[CH:13][N:12]=[C:11]1[C:25]1[CH:30]=[CH:29][CH:28]=[CH:27][CH:26]=1)[CH2:7][CH2:8][CH3:9].[CH2:31]1COCC1, predict the reaction product. The product is: [CH2:6]([N:10]1[C:14]([C@@H:15]([NH:16][N:17]2[CH2:21][CH2:20][CH2:19][C@@H:18]2[CH2:22][O:23][CH2:24][CH3:31])[CH2:2][CH2:3][CH2:4][CH3:5])=[CH:13][N:12]=[C:11]1[C:25]1[CH:26]=[CH:27][CH:28]=[CH:29][CH:30]=1)[CH2:7][CH2:8][CH3:9]. (6) Given the reactants [Br:1][C:2]1[C:7]([O:8][CH2:9][CH3:10])=[CH:6][C:5]([CH2:11][OH:12])=[CH:4][C:3]=1[O:13][CH2:14][CH3:15], predict the reaction product. The product is: [Br:1][C:2]1[C:7]([O:8][CH2:9][CH3:10])=[CH:6][C:5]([CH:11]=[O:12])=[CH:4][C:3]=1[O:13][CH2:14][CH3:15].